Dataset: Forward reaction prediction with 1.9M reactions from USPTO patents (1976-2016). Task: Predict the product of the given reaction. (1) Given the reactants [NH:1]1[C:9]2[C:4](=[CH:5][CH:6]=[C:7]([N:10]3[CH2:15][CH2:14][O:13][CH2:12][CH2:11]3)[CH:8]=2)[CH:3]=[CH:2]1.[CH3:16][C:17]1[C:22](/[CH:23]=[CH:24]/[N+:25]([O-:27])=[O:26])=[CH:21][CH:20]=[CH:19][C:18]=1[NH:28][C:29](=[O:38])[O:30][CH2:31][C:32]1[CH:37]=[CH:36][CH:35]=[CH:34][CH:33]=1, predict the reaction product. The product is: [CH3:16][C:17]1[C:22]([CH:23]([C:3]2[C:4]3[C:9](=[CH:8][C:7]([N:10]4[CH2:15][CH2:14][O:13][CH2:12][CH2:11]4)=[CH:6][CH:5]=3)[NH:1][CH:2]=2)[CH2:24][N+:25]([O-:27])=[O:26])=[CH:21][CH:20]=[CH:19][C:18]=1[NH:28][C:29](=[O:38])[O:30][CH2:31][C:32]1[CH:33]=[CH:34][CH:35]=[CH:36][CH:37]=1. (2) Given the reactants C([Sn](CCCC)(CCCC)[C:6]1[CH:11]=[CH:10][C:9]([S:12]([CH2:15][CH2:16][CH2:17][O:18][CH2:19][C:20]2[CH:25]=[CH:24][CH:23]=[CH:22][CH:21]=2)(=[O:14])=[O:13])=[CH:8][CH:7]=1)CCC.Br[C:35]1[N:36]=[C:37]([N:45]2[CH2:50][CH2:49][N:48]([CH2:51][CH3:52])[CH2:47][CH2:46]2)[C:38]2[C:43]([CH:44]=1)=[CH:42][CH:41]=[CH:40][CH:39]=2, predict the reaction product. The product is: [CH2:51]([N:48]1[CH2:47][CH2:46][N:45]([C:37]2[C:38]3[C:43](=[CH:42][CH:41]=[CH:40][CH:39]=3)[CH:44]=[C:35]([C:6]3[CH:7]=[CH:8][C:9]([S:12]([CH2:15][CH2:16][CH2:17][O:18][CH2:19][C:20]4[CH:21]=[CH:22][CH:23]=[CH:24][CH:25]=4)(=[O:13])=[O:14])=[CH:10][CH:11]=3)[N:36]=2)[CH2:50][CH2:49]1)[CH3:52]. (3) The product is: [CH3:1][S:2]([O:15][CH2:6][CH2:7][CH:8]([O:14][S:2]([CH3:1])(=[O:4])=[O:3])[CH:9]([O:13][S:2]([CH3:1])(=[O:4])=[O:3])[CH2:10][CH2:11][O:12][S:2]([CH3:1])(=[O:4])=[O:3])(=[O:4])=[O:3]. Given the reactants [CH3:1][S:2](Cl)(=[O:4])=[O:3].[CH2:6]([OH:15])[CH2:7][CH:8]([OH:14])[CH:9]([OH:13])[CH2:10][CH2:11][OH:12].N1C=CC=CC=1.Cl, predict the reaction product. (4) Given the reactants [C:1]([O:5][C:6]([N:8]([CH3:14])[CH:9]([CH3:13])[C:10]([OH:12])=O)=[O:7])([CH3:4])([CH3:3])[CH3:2].C(P1(=O)OP(CCC)(=O)OP(CCC)(=O)O1)CC.Br.[CH:34]1([NH:44][C:45]([CH:47]2[CH2:51][S:50][CH2:49][N:48]2[C:52](=[O:58])[CH:53]([NH2:57])[CH:54]([CH3:56])[CH3:55])=[O:46])[C:43]2[C:38](=[CH:39][CH:40]=[CH:41][CH:42]=2)[CH2:37][CH2:36][CH2:35]1.CN1CCOCC1, predict the reaction product. The product is: [C:1]([O:5][C:6](=[O:7])[N:8]([CH3:14])[CH:9]([C:10](=[O:12])[NH:57][CH:53]([C:52]([N:48]1[CH:47]([C:45](=[O:46])[NH:44][CH:34]2[C:43]3[C:38](=[CH:39][CH:40]=[CH:41][CH:42]=3)[CH2:37][CH2:36][CH2:35]2)[CH2:51][S:50][CH2:49]1)=[O:58])[CH:54]([CH3:55])[CH3:56])[CH3:13])([CH3:2])([CH3:3])[CH3:4]. (5) The product is: [OH:2][C:3]1[CH:4]=[C:5]([C:11]2[CH:16]=[CH:15][CH:14]=[C:13]([C:17]([NH:19][C:20]3[CH:25]=[CH:24][CH:23]=[CH:22][C:21]=3[C:26]3[S:30][C:29]([CH2:31][C:32]([OH:34])=[O:33])=[CH:28][CH:27]=3)=[O:18])[CH:12]=2)[CH:6]=[C:7]([OH:9])[CH:8]=1. Given the reactants C[O:2][C:3]1[CH:4]=[C:5]([C:11]2[CH:16]=[CH:15][CH:14]=[C:13]([C:17]([NH:19][C:20]3[CH:25]=[CH:24][CH:23]=[CH:22][C:21]=3[C:26]3[S:30][C:29]([CH2:31][C:32]([OH:34])=[O:33])=[CH:28][CH:27]=3)=[O:18])[CH:12]=2)[CH:6]=[C:7]([O:9]C)[CH:8]=1.B(Br)(Br)Br, predict the reaction product. (6) Given the reactants [C:1]([CH2:4][C:5]1[CH:9]=[CH:8][S:7][C:6]=1[C:10]([OH:12])=[O:11])([OH:3])=O.C(Cl)(=O)C, predict the reaction product. The product is: [S:7]1[C:6]2[C:10](=[O:11])[O:12][C:1](=[O:3])[CH2:4][C:5]=2[CH:9]=[CH:8]1.